From a dataset of Full USPTO retrosynthesis dataset with 1.9M reactions from patents (1976-2016). Predict the reactants needed to synthesize the given product. Given the product [CH3:21][O:22][N:23]([CH3:24])[C:2]1[N:7]=[C:6]([NH:8][CH2:9][CH:10]2[CH2:15][CH2:14][CH2:13][CH2:12][CH2:11]2)[N:5]=[C:4]([NH:16][CH2:17][C:18]#[CH:19])[N:3]=1, predict the reactants needed to synthesize it. The reactants are: Cl[C:2]1[N:7]=[C:6]([NH:8][CH2:9][CH:10]2[CH2:15][CH2:14][CH2:13][CH2:12][CH2:11]2)[N:5]=[C:4]([NH:16][CH2:17][C:18]#[CH:19])[N:3]=1.Cl.[CH3:21][O:22][NH:23][CH3:24].CON(C)C1N=C(NCCC)N=C(NCC#C)N=1.